Dataset: CYP2C9 inhibition data for predicting drug metabolism from PubChem BioAssay. Task: Regression/Classification. Given a drug SMILES string, predict its absorption, distribution, metabolism, or excretion properties. Task type varies by dataset: regression for continuous measurements (e.g., permeability, clearance, half-life) or binary classification for categorical outcomes (e.g., BBB penetration, CYP inhibition). Dataset: cyp2c9_veith. (1) The molecule is O=[N+]([O-])c1cccc(/C=N/Nc2cc(Cl)nc(-c3ccccc3)n2)c1. The result is 0 (non-inhibitor). (2) The molecule is CO[C@@H]1/C=C\O[C@]2(C)Oc3c(C)c(O)c4c(O)c(c(CN(C)C)c(O)c4c3C2=O)NC(=O)/C(C)=C\C=C[C@@H](C)[C@@H](O)[C@H](C)[C@@H](O)[C@H](C)[C@H](OC(C)=O)[C@@H]1C. The result is 0 (non-inhibitor).